Dataset: Catalyst prediction with 721,799 reactions and 888 catalyst types from USPTO. Task: Predict which catalyst facilitates the given reaction. Reactant: [CH3:1][O:2][CH2:3][N:4]1[CH:8]=[C:7]([N+:9]([O-])=O)[N:6]=[C:5]1[C:12]([O:14][CH2:15][CH3:16])=[O:13].[C:17](Cl)(=[O:21])[CH:18]([CH3:20])[CH3:19]. Product: [C:17]([NH:9][C:7]1[N:6]=[C:5]([C:12]([O:14][CH2:15][CH3:16])=[O:13])[N:4]([CH2:3][O:2][CH3:1])[CH:8]=1)(=[O:21])[CH:18]([CH3:20])[CH3:19]. The catalyst class is: 123.